From a dataset of Forward reaction prediction with 1.9M reactions from USPTO patents (1976-2016). Predict the product of the given reaction. (1) Given the reactants [OH:1][C:2]1[CH:10]=[C:9]2[C:5]([CH2:6][CH2:7][C:8]2=[O:11])=[CH:4][C:3]=1[O:12][CH3:13].C(=O)([O-])[O-].[K+].[K+].Br[CH2:21][CH2:22][CH2:23][C:24]([O:26][CH2:27][CH3:28])=[O:25], predict the reaction product. The product is: [CH3:13][O:12][C:3]1[CH:4]=[C:5]2[C:9]([C:8](=[O:11])[CH2:7][CH2:6]2)=[CH:10][C:2]=1[O:1][CH2:21][CH2:22][CH2:23][C:24]([O:26][CH2:27][CH3:28])=[O:25]. (2) Given the reactants [C:1]([O:5][C:6]([N:8]1[C@H:12]([C:13]#N)[CH2:11][CH2:10][C@H:9]1[C:15]([O:17][C:18]([CH3:21])([CH3:20])[CH3:19])=[O:16])=[O:7])([CH3:4])([CH3:3])[CH3:2].CC(O)=[O:24].O, predict the reaction product. The product is: [C:1]([O:5][C:6]([N:8]1[C@H:12]([CH:13]=[O:24])[CH2:11][CH2:10][C@H:9]1[C:15]([O:17][C:18]([CH3:21])([CH3:20])[CH3:19])=[O:16])=[O:7])([CH3:4])([CH3:3])[CH3:2]. (3) Given the reactants [O:1]=[C:2]1[C:10]2[C:6](=[C:7]([C:15]([O:17][CH2:18][CH3:19])=[O:16])[S:8][C:9]=2[S:11][CH2:12][CH2:13][CH3:14])[CH2:5][CH2:4][CH2:3]1.[Br:20]Br, predict the reaction product. The product is: [Br:20][CH:3]1[CH2:4][CH2:5][C:6]2=[C:7]([C:15]([O:17][CH2:18][CH3:19])=[O:16])[S:8][C:9]([S:11][CH2:12][CH2:13][CH3:14])=[C:10]2[C:2]1=[O:1]. (4) Given the reactants [OH:1][C:2]1[CH:7]=[CH:6][C:5]([S:8]([CH:11]2[CH2:15][NH:14][CH2:13][CH:12]2[OH:16])(=[O:10])=[O:9])=[CH:4][CH:3]=1.[C:17]1([CH2:23][CH2:24][CH2:25][CH:26]=O)[CH:22]=[CH:21][CH:20]=[CH:19][CH:18]=1, predict the reaction product. The product is: [OH:1][C:2]1[CH:3]=[CH:4][C:5]([S:8]([CH:11]2[CH2:15][N:14]([CH2:26][CH2:25][CH2:24][CH2:23][C:17]3[CH:22]=[CH:21][CH:20]=[CH:19][CH:18]=3)[CH2:13][CH:12]2[OH:16])(=[O:10])=[O:9])=[CH:6][CH:7]=1. (5) Given the reactants I[C:2]1[CH:7]=[CH:6][C:5]([CH2:8][C:9]([N:11]2[CH2:16][CH2:15][O:14][CH2:13][CH2:12]2)=[O:10])=[CH:4][CH:3]=1.[CH3:17][C:18]1([CH3:34])[C:22]([CH3:24])([CH3:23])[O:21][B:20]([B:20]2[O:21][C:22]([CH3:24])([CH3:23])[C:18]([CH3:34])([CH3:17])[O:19]2)[O:19]1.CC([O-])=O.[K+].C(Cl)Cl.N#N, predict the reaction product. The product is: [N:11]1([C:9](=[O:10])[CH2:8][C:5]2[CH:6]=[CH:7][C:2]([B:20]3[O:21][C:22]([CH3:24])([CH3:23])[C:18]([CH3:34])([CH3:17])[O:19]3)=[CH:3][CH:4]=2)[CH2:16][CH2:15][O:14][CH2:13][CH2:12]1. (6) Given the reactants [CH3:1][C:2]1([CH3:40])[CH2:6][CH2:5][N:4]([C:7]2[CH:8]=[C:9]([C:17]3[N:18]=[C:19]4[C:25]([C:26](=[O:31])[C:27]([CH3:30])([CH3:29])[CH3:28])=[CH:24][N:23]([CH2:32][O:33][CH2:34][CH2:35][Si:36]([CH3:39])([CH3:38])[CH3:37])[C:20]4=[N:21][CH:22]=3)[CH:10]=[C:11]([O:13][CH2:14]OC)[CH:12]=2)[CH2:3]1.[CH3:41][N:42]([CH3:46])[CH2:43]CO.C1(P(C2C=CC=CC=2)C2C=CC=CC=2)C=CC=CC=1.N(C(OC(C)C)=O)=NC(OC(C)C)=O, predict the reaction product. The product is: [CH3:41][N:42]([CH3:46])[CH2:43][CH2:14][O:13][C:11]1[CH:10]=[C:9]([C:17]2[N:18]=[C:19]3[C:25]([C:26](=[O:31])[C:27]([CH3:28])([CH3:29])[CH3:30])=[CH:24][N:23]([CH2:32][O:33][CH2:34][CH2:35][Si:36]([CH3:38])([CH3:37])[CH3:39])[C:20]3=[N:21][CH:22]=2)[CH:8]=[C:7]([N:4]2[CH2:5][CH2:6][C:2]([CH3:40])([CH3:1])[CH2:3]2)[CH:12]=1. (7) Given the reactants Br[C:2]1[CH:3]=[C:4]([CH:25]=[CH:26][N:27]=1)[C:5]([NH:7][C:8]1[S:9][C:10]2[C:16]([N:17]3[CH2:22][CH2:21][O:20][CH2:19][CH2:18]3)=[CH:15][CH:14]=[C:13]([O:23][CH3:24])[C:11]=2[N:12]=1)=[O:6].C(=O)([O-])[O-].[Cs+].[Cs+].Cl.[CH3:35][O:36][CH:37]1[CH2:40][NH:39][CH2:38]1, predict the reaction product. The product is: [CH3:35][O:36][CH:37]1[CH2:40][N:39]([C:2]2[CH:3]=[C:4]([CH:25]=[CH:26][N:27]=2)[C:5]([NH:7][C:8]2[S:9][C:10]3[C:16]([N:17]4[CH2:22][CH2:21][O:20][CH2:19][CH2:18]4)=[CH:15][CH:14]=[C:13]([O:23][CH3:24])[C:11]=3[N:12]=2)=[O:6])[CH2:38]1. (8) Given the reactants [CH:1]([NH:14][C:15]1[C:20]([Cl:21])=[C:19]([O:22][C:23]2[CH:28]=[CH:27][C:26]([NH:29][C:30]([C:32]3[C:37](=[O:38])[C:36]([C:39]4[CH:44]=[CH:43][C:42]([F:45])=[CH:41][CH:40]=4)=[CH:35][NH:34][CH:33]=3)=[O:31])=[CH:25][C:24]=2[F:46])[CH:18]=[CH:17][N:16]=1)([C:8]1[CH:13]=[CH:12][CH:11]=[CH:10][CH:9]=1)[C:2]1[CH:7]=[CH:6][CH:5]=[CH:4][CH:3]=1.C([O-])([O-])=O.[K+].[K+].[N:53]1([C:64]([O:66][C:67]([CH3:70])([CH3:69])[CH3:68])=[O:65])[CH2:58][CH2:57][CH:56]([C:59]([O:61][CH2:62]Cl)=[O:60])[CH2:55][CH2:54]1, predict the reaction product. The product is: [N:53]1([C:64]([O:66][C:67]([CH3:70])([CH3:69])[CH3:68])=[O:65])[CH2:54][CH2:55][CH:56]([C:59]([O:61][CH2:62][N:34]2[CH:35]=[C:36]([C:39]3[CH:40]=[CH:41][C:42]([F:45])=[CH:43][CH:44]=3)[C:37](=[O:38])[C:32]([C:30](=[O:31])[NH:29][C:26]3[CH:27]=[CH:28][C:23]([O:22][C:19]4[CH:18]=[CH:17][N:16]=[C:15]([NH:14][CH:1]([C:2]5[CH:7]=[CH:6][CH:5]=[CH:4][CH:3]=5)[C:8]5[CH:9]=[CH:10][CH:11]=[CH:12][CH:13]=5)[C:20]=4[Cl:21])=[C:24]([F:46])[CH:25]=3)=[CH:33]2)=[O:60])[CH2:57][CH2:58]1. (9) Given the reactants [C:1]([C:3]1[C:4]([NH:19][C:20]2[CH:21]=[C:22]([CH:28]=[CH:29][C:30]=2[CH3:31])[C:23]([NH:25][O:26][CH3:27])=[O:24])=[N:5][C:6](S(C)=O)=[N:7][C:8]=1[N:9]([CH2:11][C:12]([CH3:15])([CH3:14])[CH3:13])[CH3:10])#[N:2].[CH3:32][NH2:33], predict the reaction product. The product is: [C:1]([C:3]1[C:4]([NH:19][C:20]2[CH:21]=[C:22]([CH:28]=[CH:29][C:30]=2[CH3:31])[C:23]([NH:25][O:26][CH3:27])=[O:24])=[N:5][C:6]([NH:33][CH3:32])=[N:7][C:8]=1[N:9]([CH2:11][C:12]([CH3:15])([CH3:14])[CH3:13])[CH3:10])#[N:2]. (10) Given the reactants [CH3:1][O:2][C:3]1[CH:4]=[C:5]([CH:7]=[C:8]([C:10]([F:13])([F:12])[F:11])[CH:9]=1)[NH2:6].N1C=CC=CC=1.Cl[C:21](OC1C=CC=CC=1)=[O:22].[Cl:30][C:31]1[CH:37]=[C:36]([O:38][C:39]2[C:40]3[N:47]([CH3:48])[CH:46]=[CH:45][C:41]=3[N:42]=[CH:43][N:44]=2)[CH:35]=[CH:34][C:32]=1[NH2:33], predict the reaction product. The product is: [Cl:30][C:31]1[CH:37]=[C:36]([O:38][C:39]2[C:40]3[N:47]([CH3:48])[CH:46]=[CH:45][C:41]=3[N:42]=[CH:43][N:44]=2)[CH:35]=[CH:34][C:32]=1[NH:33][C:21]([NH:6][C:5]1[CH:7]=[C:8]([C:10]([F:11])([F:12])[F:13])[CH:9]=[C:3]([O:2][CH3:1])[CH:4]=1)=[O:22].